This data is from Human Reference Interactome with 51,813 positive PPI pairs across 8,248 proteins, plus equal number of experimentally-validated negative pairs. The task is: Binary Classification. Given two protein amino acid sequences, predict whether they physically interact or not. Protein 1 (ENSG00000169213) has sequence MASVTDGKTGVKDASDQNFDYMFKLLIIGNSSVGKTSFLFRYADDTFTPAFVSTVGIDFKVKTVYRHEKRVKLQIWDTAGQERYRTITTAYYRGAMGFILMYDITNEESFNAVQDWATQIKTYSWDNAQVILVGNKCDMEEERVVPTEKGQLLAEQLGFDFFEASAKENISVRQAFERLVDAICDKMSDSLDTDPSMLGSSKNTRLSDTPPLLQQNCSC*. Protein 2 (ENSG00000196511) has sequence MEHAFTPLEPLLSTGNLKYCLVILNQPLDNYFRHLWNKALLRACADGGANRLYDITEGERESFLPEFINGDFDSIRPEVREYYATKGCELISTPDQDHTDFTKCLKMLQKKIEEKDLKVDVIVTLGGLAGRFDQIMASVNTLFQATHITPFPIIIIQEESLIYLLQPGKHRLHVDTGMEGDWCGLIPVGQPCMQVTTTGLKWNLTNDVLAFGTLVSTSNTYDGSGVVTVETDHPLLWTMAIKS*MEHAFTPLEPLLSTGNLKYCLVILNQPLDNYFRHLWNKALLRACADGGANRLYDIT.... Result: 0 (the proteins do not interact).